From a dataset of Catalyst prediction with 721,799 reactions and 888 catalyst types from USPTO. Predict which catalyst facilitates the given reaction. (1) Reactant: CS[C:3]1[CH:10]=[CH:9][C:6]([CH2:7][OH:8])=[CH:5][CH:4]=1.O[O:12][S:13]([O-:15])=O.[K+].[CH3:17]O. The catalyst class is: 6. Product: [CH3:17][S:13]([C:3]1[CH:10]=[CH:9][C:6]([CH2:7][OH:8])=[CH:5][CH:4]=1)(=[O:15])=[O:12]. (2) Reactant: [C:1]1(/[CH:7]=[CH:8]\[CH2:9][CH2:10][CH:11]=[O:12])[CH:6]=[CH:5][CH:4]=[CH:3][CH:2]=1.Br[CH2:14]Br.[NH4+].[Cl-]. Product: [C:1]1(/[CH:7]=[CH:8]\[CH2:9][CH2:10][CH:11]2[CH2:14][O:12]2)[CH:6]=[CH:5][CH:4]=[CH:3][CH:2]=1. The catalyst class is: 1. (3) Reactant: Cl[C:2]1[S:3][C:4]2[CH:10]=[C:9]([O:11][CH3:12])[CH:8]=[CH:7][C:5]=2[N:6]=1.[CH3:13][O:14][C:15]([C:17]1[CH:22]=[CH:21][C:20](B(O)O)=[CH:19][CH:18]=1)=[O:16].C([O-])([O-])=O.[K+].[K+].O1CCOCC1. Product: [CH3:12][O:11][C:9]1[CH:8]=[CH:7][C:5]2[N:6]=[C:2]([C:20]3[CH:21]=[CH:22][C:17]([C:15]([O:14][CH3:13])=[O:16])=[CH:18][CH:19]=3)[S:3][C:4]=2[CH:10]=1. The catalyst class is: 103. (4) Reactant: [OH:1][C:2]1[CH:3]=[C:4]([CH:7]=[CH:8][C:9]=1[N+:10]([O-:12])=[O:11])[CH:5]=[O:6].C([O-])([O-])=O.[K+].[K+].[CH2:19](I)[CH3:20].O. Product: [CH2:19]([O:1][C:2]1[CH:3]=[C:4]([CH:7]=[CH:8][C:9]=1[N+:10]([O-:12])=[O:11])[CH:5]=[O:6])[CH3:20]. The catalyst class is: 3. (5) Reactant: CCN=C=NCCCN(C)C.Cl.[NH:13]([C:18]([O:20][C:21]([CH3:24])([CH3:23])[CH3:22])=[O:19])[CH2:14][C:15]([OH:17])=O.[NH2:25][C:26]1[CH:31]=[CH:30][CH:29]=[CH:28][CH:27]=1. Product: [NH:13]([C:18]([O:20][C:21]([CH3:24])([CH3:23])[CH3:22])=[O:19])[CH2:14][C:15]([NH:25][C:26]1[CH:31]=[CH:30][CH:29]=[CH:28][CH:27]=1)=[O:17]. The catalyst class is: 1.